Binary Classification. Given a drug SMILES string, predict its activity (active/inactive) in a high-throughput screening assay against a specified biological target. From a dataset of Cav3 T-type calcium channel HTS with 100,875 compounds. (1) The compound is O=C(N1CCN(CC1)CCNC(=O)C(=O)Nc1ccccc1)C(c1ccccc1)c1ccccc1. The result is 0 (inactive). (2) The compound is O(n1c2c([n+]([O-])c(c1=O)C)cccc2)CC. The result is 0 (inactive). (3) The drug is S(=O)(=O)(N1CCN(CC1)C(=O)COc1ccc(cc1)C#N)c1sccc1. The result is 0 (inactive). (4) The drug is S=c1oc2c(n1CCC(=O)Nc1cc3OCCOc3cc1)cccc2. The result is 0 (inactive). (5) The molecule is ONc1c(N=O)c2c([nH]c(c2)C)cc1. The result is 0 (inactive). (6) The drug is O1c2n[nH]c(c2C(C(CC)CC)C(=C1N)C#N)C. The result is 0 (inactive).